The task is: Predict the product of the given reaction.. This data is from Forward reaction prediction with 1.9M reactions from USPTO patents (1976-2016). (1) Given the reactants [NH2:1][C:2]1[CH:20]=[CH:19][C:5]([C:6]([NH:8][C:9]2[CH:18]=[CH:17][C:16]3[C:11](=[CH:12][CH:13]=[CH:14][CH:15]=3)[N:10]=2)=[O:7])=[CH:4][C:3]=1[N+:21]([O-])=O, predict the reaction product. The product is: [NH2:21][C:3]1[CH:4]=[C:5]([CH:19]=[CH:20][C:2]=1[NH2:1])[C:6]([NH:8][C:9]1[CH:18]=[CH:17][C:16]2[C:11](=[CH:12][CH:13]=[CH:14][CH:15]=2)[N:10]=1)=[O:7]. (2) The product is: [C:1]([O:5][C:6]([N:8]([CH2:20][C:21]1[CH:22]=[CH:23][C:24]([O:27][CH3:28])=[CH:25][CH:26]=1)[C:9]1[S:10][CH:11]=[C:12]([C:14](=[N+:38]=[N-:39])[C:15]([O:17][CH2:18][CH3:19])=[O:16])[N:13]=1)=[O:7])([CH3:4])([CH3:2])[CH3:3]. Given the reactants [C:1]([O:5][C:6]([N:8]([CH2:20][C:21]1[CH:26]=[CH:25][C:24]([O:27][CH3:28])=[CH:23][CH:22]=1)[C:9]1[S:10][CH:11]=[C:12]([CH2:14][C:15]([O:17][CH2:18][CH3:19])=[O:16])[N:13]=1)=[O:7])([CH3:4])([CH3:3])[CH3:2].C1(C)C=CC(S([N:38]=[N+:39]=[N-])(=O)=O)=CC=1.C1CCN2C(=NCCC2)CC1, predict the reaction product.